Dataset: Catalyst prediction with 721,799 reactions and 888 catalyst types from USPTO. Task: Predict which catalyst facilitates the given reaction. Reactant: [CH3:1][N:2]1[CH:7]=[C:6]([N+:8]([O-])=O)[C:5](=[O:11])[N:4]([CH3:12])[C:3]1=[O:13]. Product: [NH2:8][C:6]1[C:5](=[O:11])[N:4]([CH3:12])[C:3](=[O:13])[N:2]([CH3:1])[CH:7]=1. The catalyst class is: 19.